From a dataset of Forward reaction prediction with 1.9M reactions from USPTO patents (1976-2016). Predict the product of the given reaction. (1) Given the reactants [CH3:1][N:2]1[N:6]=[N:5][C:4]([C:7]2[S:11][C:10]([NH2:12])=[N:9][C:8]=2[C:13]2[S:14][CH:15]=[CH:16][CH:17]=2)=[N:3]1.[CH3:18][O:19][C:20]1[CH:21]=[C:22]([CH2:28][C:29](Cl)=[O:30])[CH:23]=[CH:24][C:25]=1[O:26][CH3:27], predict the reaction product. The product is: [CH3:18][O:19][C:20]1[CH:21]=[C:22]([CH2:28][C:29]([NH:12][C:10]2[S:11][C:7]([C:4]3[N:5]=[N:6][N:2]([CH3:1])[N:3]=3)=[C:8]([C:13]3[S:14][CH:15]=[CH:16][CH:17]=3)[N:9]=2)=[O:30])[CH:23]=[CH:24][C:25]=1[O:26][CH3:27]. (2) Given the reactants Cl[C:2]1[N:7]=[C:6]([CH2:8][C:9]([N:11]2[C:19]3[C:14](=[C:15]([F:20])[CH:16]=[CH:17][CH:18]=3)[CH2:13][CH2:12]2)=[O:10])[NH:5][C:4](=[O:21])[CH:3]=1.[F:22][C:23]1[CH:28]=[C:27](B2OC(C)(C)C(C)(C)O2)[CH:26]=[CH:25][N:24]=1.C(=O)([O-])[O-].[Cs+].[Cs+], predict the reaction product. The product is: [F:20][C:15]1[CH:16]=[CH:17][CH:18]=[C:19]2[C:14]=1[CH2:13][CH2:12][N:11]2[C:9](=[O:10])[CH2:8][C:6]1[NH:5][C:4](=[O:21])[CH:3]=[C:2]([C:27]2[CH:26]=[CH:25][N:24]=[C:23]([F:22])[CH:28]=2)[N:7]=1. (3) Given the reactants [CH:1]1([CH2:4][CH2:5][N:6]2[C:11]3[N:12]=[CH:13][CH:14]=[CH:15][C:10]=3[C:9](=[O:16])O[C:7]2=[O:17])[CH2:3][CH2:2]1.C([C:20](CC)(C([O-])=O)[C:21]([O-])=[O:22])C.N12CCCN=C1CCCCC2.[NH2:40][CH2:41][C:42]([OH:44])=[O:43].[OH-].[Na+], predict the reaction product. The product is: [CH:1]1([CH2:4][CH2:5][N:6]2[C:11]3[C:10](=[CH:15][CH:14]=[CH:13][N:12]=3)[C:9]([OH:16])=[C:20]([C:21]([NH:40][CH2:41][C:42]([OH:44])=[O:43])=[O:22])[C:7]2=[O:17])[CH2:2][CH2:3]1. (4) Given the reactants [C:1]([C:5]1[N:6]=[C:7]([N:23]2[CH2:28][CH2:27][O:26][CH2:25][CH2:24]2)[C:8]2[N:13]=[N:12][N:11]([CH2:14][C:15]3[CH:20]=[CH:19][C:18]([O:21][CH3:22])=[CH:17][CH:16]=3)[C:9]=2[N:10]=1)([CH3:4])([CH3:3])[CH3:2].C(C1N=C(Cl)C2N=NN(CC3C=CC(OC)=CC=3)C=2N=1)(C)(C)C.N1CC[C@H](O)C1, predict the reaction product. The product is: [C:1]([C:5]1[N:6]=[C:7]([N:23]2[CH2:28][CH2:27][C@H:25]([OH:26])[CH2:24]2)[C:8]2[N:13]=[N:12][N:11]([CH2:14][C:15]3[CH:20]=[CH:19][C:18]([O:21][CH3:22])=[CH:17][CH:16]=3)[C:9]=2[N:10]=1)([CH3:2])([CH3:3])[CH3:4]. (5) The product is: [CH2:1]([O:3][C:4]([N:6]1[CH2:12][CH2:11][CH2:10][N:9]([C:14]2[NH:18][C:17]3[CH:19]=[CH:20][CH:21]=[CH:22][C:16]=3[N:15]=2)[CH2:8][CH2:7]1)=[O:5])[CH3:2]. Given the reactants [CH2:1]([O:3][C:4]([N:6]1[CH2:12][CH2:11][CH2:10][NH:9][CH2:8][CH2:7]1)=[O:5])[CH3:2].Cl[C:14]1[NH:15][C:16]2[CH:22]=[CH:21][CH:20]=[CH:19][C:17]=2[N:18]=1.CO.C(=O)(O)[O-].[Na+], predict the reaction product. (6) Given the reactants [NH2:1][C:2]1[N:7]=[C:6]([C:8]2[CH:13]=[CH:12][C:11]([OH:14])=[CH:10][C:9]=2[CH:15]2[CH2:18][CH2:17][CH2:16]2)[CH:5]=[CH:4][CH:3]=1.Cl[CH2:20][CH2:21][N:22]1[CH2:26][CH2:25][CH2:24][CH2:23]1, predict the reaction product. The product is: [CH:15]1([C:9]2[CH:10]=[C:11]([O:14][CH2:20][CH2:21][N:22]3[CH2:26][CH2:25][CH2:24][CH2:23]3)[CH:12]=[CH:13][C:8]=2[C:6]2[N:7]=[C:2]([NH2:1])[CH:3]=[CH:4][CH:5]=2)[CH2:18][CH2:17][CH2:16]1.